Dataset: Catalyst prediction with 721,799 reactions and 888 catalyst types from USPTO. Task: Predict which catalyst facilitates the given reaction. (1) Reactant: [OH:1][C:2]1[CH:3]=[N:4][CH:5]=[CH:6][CH:7]=1.[H-].[Na+].F[C:11]1[CH:16]=[CH:15][CH:14]=[C:13]([N+:17]([O-:19])=[O:18])[CH:12]=1.[NH4+].[Cl-]. Product: [N+:17]([C:13]1[CH:12]=[C:11]([CH:16]=[CH:15][CH:14]=1)[O:1][C:2]1[CH:3]=[N:4][CH:5]=[CH:6][CH:7]=1)([O-:19])=[O:18]. The catalyst class is: 16. (2) Reactant: [CH3:1][O:2][C:3]1[CH:8]=[CH:7][CH:6]=[CH:5][C:4]=1[CH:9]=[CH:10][C:11]([NH:13][C@H:14]([C:24]([O:26]C)=[O:25])[CH2:15][C:16]1[CH:21]=[CH:20][C:19]([O:22][CH3:23])=[CH:18][CH:17]=1)=[O:12].[OH-].[Na+]. Product: [CH3:1][O:2][C:3]1[CH:8]=[CH:7][CH:6]=[CH:5][C:4]=1[CH:9]=[CH:10][C:11]([NH:13][C@H:14]([C:24]([OH:26])=[O:25])[CH2:15][C:16]1[CH:21]=[CH:20][C:19]([O:22][CH3:23])=[CH:18][CH:17]=1)=[O:12]. The catalyst class is: 5.